From a dataset of Full USPTO retrosynthesis dataset with 1.9M reactions from patents (1976-2016). Predict the reactants needed to synthesize the given product. (1) Given the product [C:18]([C:17]1[CH:20]=[C:13]([C:11]2[S:12][C:8]([C:6]3[C:5]([O:25][CH3:26])=[C:4]([CH2:27][CH2:28][N:30]4[CH2:33][CH:32]([C:34]([OH:36])=[O:35])[CH2:31]4)[CH:3]=[C:2]([F:1])[CH:7]=3)=[N:9][N:10]=2)[CH:14]=[CH:15][C:16]=1[CH2:21][CH:22]([CH3:23])[CH3:24])#[N:19], predict the reactants needed to synthesize it. The reactants are: [F:1][C:2]1[CH:3]=[C:4]([CH2:27][CH:28]=O)[C:5]([O:25][CH3:26])=[C:6]([C:8]2[S:12][C:11]([C:13]3[CH:14]=[CH:15][C:16]([CH2:21][CH:22]([CH3:24])[CH3:23])=[C:17]([CH:20]=3)[C:18]#[N:19])=[N:10][N:9]=2)[CH:7]=1.[NH:30]1[CH2:33][CH:32]([C:34]([OH:36])=[O:35])[CH2:31]1.CC(O)=O.C(O[BH-](OC(=O)C)OC(=O)C)(=O)C.[Na+]. (2) Given the product [OH:44][C@H:43]([CH2:42][OH:41])[CH2:45][CH2:46][NH:47][C:26]([CH:18]1[CH:17]([C:29]2[CH:34]=[CH:33][CH:32]=[C:31]([Cl:35])[CH:30]=2)[C:16]([C:12]2[CH:13]=[C:14]([F:1])[C:9]([Cl:8])=[CH:10][C:11]=2[F:38])([C:36]#[N:37])[CH:20]([CH2:21][C:22]([CH3:24])([CH3:23])[CH3:25])[NH:19]1)=[O:28], predict the reactants needed to synthesize it. The reactants are: [F:1]C(F)(F)C(O)=O.[Cl:8][C:9]1[CH:14]=[C:13](F)[C:12]([C:16]2([C:36]#[N:37])[CH:20]([CH2:21][C:22]([CH3:25])([CH3:24])[CH3:23])[NH:19][CH:18]([C:26]([OH:28])=O)[CH:17]2[C:29]2[CH:34]=[CH:33][CH:32]=[C:31]([Cl:35])[CH:30]=2)=[C:11]([F:38])[CH:10]=1.CC1(C)[O:44][C@@H:43]([CH2:45][CH2:46][NH2:47])[CH2:42][O:41]1.CN(C(ON1N=NC2C=CC=NC1=2)=[N+](C)C)C.F[P-](F)(F)(F)(F)F.CCN(C(C)C)C(C)C.Cl. (3) Given the product [C:1]([O:5][C:6]([N:8]1[CH2:13][CH2:12][CH:11]([N:14]2[C:18]3=[N:19][CH:20]=[N:21][C:22]([O:31][C:30]4[CH:29]=[CH:28][C:27]([C:32]([F:33])([F:34])[F:35])=[CH:26][C:25]=4[Cl:24])=[C:17]3[CH:16]=[N:15]2)[CH2:10][CH2:9]1)=[O:7])([CH3:3])([CH3:4])[CH3:2], predict the reactants needed to synthesize it. The reactants are: [C:1]([O:5][C:6]([N:8]1[CH2:13][CH2:12][CH:11]([N:14]2[C:18]3=[N:19][CH:20]=[N:21][C:22](Cl)=[C:17]3[CH:16]=[N:15]2)[CH2:10][CH2:9]1)=[O:7])([CH3:4])([CH3:3])[CH3:2].[Cl:24][C:25]1[CH:26]=[C:27]([C:32]([F:35])([F:34])[F:33])[CH:28]=[CH:29][C:30]=1[OH:31]. (4) The reactants are: CC1C=CC(S(O[CH2:12][C@H:13]([C:18]2[CH:23]=[CH:22][C:21]([O:24][CH3:25])=[C:20]([Br:26])[CH:19]=2)[C:14]([OH:17])([CH3:16])[CH3:15])(=O)=O)=CC=1.[N-]=[N+]=[N-].[Na+].C[N:32]([CH:34]=[O:35])C. Given the product [Br:26][C:20]1[CH:19]=[C:18]([C@@H:13]2[C:14]([CH3:15])([CH3:16])[O:17][C:34](=[O:35])[NH:32][CH2:12]2)[CH:23]=[CH:22][C:21]=1[O:24][CH3:25], predict the reactants needed to synthesize it. (5) Given the product [Br:21][C:18]1[CH:19]=[CH:20][N:15]2[N:14]=[C:30]([C:28]3[CH:27]=[CH:26][CH:25]=[C:24]([F:23])[N:29]=3)[N:22]=[C:16]2[CH:17]=1, predict the reactants needed to synthesize it. The reactants are: CC1C=C(C)C=C(C)C=1S([O-])(=O)=O.[NH2:14][N+:15]1[CH:20]=[CH:19][C:18]([Br:21])=[CH:17][C:16]=1[NH2:22].[F:23][C:24]1[N:29]=[C:28]([C:30](Cl)=O)[CH:27]=[CH:26][CH:25]=1. (6) Given the product [CH2:13]([O:12][C:7](=[O:11])[C:8](=[N:2][NH:3][C:4](=[O:5])[NH2:6])[CH3:10])[CH3:14], predict the reactants needed to synthesize it. The reactants are: Cl.[NH2:2][NH:3][C:4]([NH2:6])=[O:5].[C:7]([O:12][CH2:13][CH3:14])(=[O:11])[C:8]([CH3:10])=O.C([O-])(=O)C.[Na+]. (7) Given the product [CH3:11][C:12]1([CH3:34])[CH2:21][C:20]2[C:15](=[C:16]3[CH2:25][C:24]([CH3:26])([CH3:27])[O:23][C:17]3=[C:18]([O:22][CH2:2][CH2:3][OH:4])[CH:19]=2)[C:14]([C:28]2[CH:29]=[CH:30][CH:31]=[CH:32][CH:33]=2)=[N:13]1, predict the reactants needed to synthesize it. The reactants are: Br[CH2:2][CH2:3][OH:4].C(=O)([O-])[O-].[K+].[K+].[CH3:11][C:12]1([CH3:34])[CH2:21][C:20]2[C:15](=[C:16]3[CH2:25][C:24]([CH3:27])([CH3:26])[O:23][C:17]3=[C:18]([OH:22])[CH:19]=2)[C:14]([C:28]2[CH:33]=[CH:32][CH:31]=[CH:30][CH:29]=2)=[N:13]1.O. (8) Given the product [ClH:1].[F:24][C:21]1[CH:22]=[CH:23][C:18]([CH2:17][NH:16][C:14]2[N:13]([CH3:25])[C:12]3[CH:26]=[CH:27][C:9]([N:8]([C:6]4[CH:5]=[CH:4][N:3]=[C:2]([NH:38][C:37]5[CH:39]=[CH:40][C:34]([CH2:33][S:30]([CH3:29])(=[O:32])=[O:31])=[CH:35][CH:36]=5)[N:7]=4)[CH3:28])=[CH:10][C:11]=3[N:15]=2)=[CH:19][CH:20]=1, predict the reactants needed to synthesize it. The reactants are: [Cl:1][C:2]1[N:7]=[C:6]([N:8]([CH3:28])[C:9]2[CH:27]=[CH:26][C:12]3[N:13]([CH3:25])[C:14]([NH:16][CH2:17][C:18]4[CH:23]=[CH:22][C:21]([F:24])=[CH:20][CH:19]=4)=[N:15][C:11]=3[CH:10]=2)[CH:5]=[CH:4][N:3]=1.[CH3:29][S:30]([CH2:33][C:34]1[CH:40]=[CH:39][C:37]([NH2:38])=[CH:36][CH:35]=1)(=[O:32])=[O:31].